From a dataset of Forward reaction prediction with 1.9M reactions from USPTO patents (1976-2016). Predict the product of the given reaction. (1) Given the reactants [CH2:1]([O:8][C:9]1[C:17]([F:18])=[CH:16][C:15]([Br:19])=[C:14]2[C:10]=1[CH:11]=[CH:12][N:13]2[CH3:20])[C:2]1[CH:7]=[CH:6][CH:5]=[CH:4][CH:3]=1.[C:21](Cl)(=[O:25])[C:22](Cl)=O.[OH2:27].NN.[OH-].[K+].Cl, predict the reaction product. The product is: [CH2:1]([O:8][C:9]1[C:17]([F:18])=[CH:16][C:15]([Br:19])=[C:14]2[C:10]=1[C:11]([CH2:22][C:21]([OH:25])=[O:27])=[CH:12][N:13]2[CH3:20])[C:2]1[CH:3]=[CH:4][CH:5]=[CH:6][CH:7]=1. (2) Given the reactants [C:1](Cl)(C)(C)[CH3:2].NCC(O)=O.CCC1OC2C=CC(N)=CC=2C(=O)N1.[CH2:25](Cl)[CH3:26].NCC(O)=O.Cl[C:34]1[CH:62]=[CH:61][C:37]([O:38][C:39]2N=[CH:43][C:42]([CH2:45][N:46]3[CH2:51][CH2:50][C:49]([OH:52])=[C:48]([C:53]([NH:55][CH2:56][C:57]([OH:59])=[O:58])=[O:54])[C:47]3=[O:60])=[CH:41][CH:40]=2)=CC=1, predict the reaction product. The product is: [CH:61]1([CH2:37][O:38][C:39]2[CH:40]=[CH:41][C:42]([CH2:45][N:46]3[CH2:51][CH2:50][C:49]([OH:52])=[C:48]([C:53]([NH:55][CH2:56][C:57]([O:59][CH2:1][CH3:2])=[O:58])=[O:54])[C:47]3=[O:60])=[CH:43][C:25]=2[CH3:26])[CH2:62][CH2:34]1. (3) Given the reactants F[C:2]1[C:3]([CH3:22])=[N:4][C:5]2[C:10]([N:11]=1)=[C:9]([C:12]1[NH:20][C:19]3[CH2:18][CH2:17][NH:16][C:15](=[O:21])[C:14]=3[CH:13]=1)[CH:8]=[CH:7][CH:6]=2.[CH2:23]([NH2:27])[CH2:24][CH2:25][CH3:26].CO.C(Cl)Cl, predict the reaction product. The product is: [CH2:23]([NH:27][C:2]1[C:3]([CH3:22])=[N:4][C:5]2[C:10]([N:11]=1)=[C:9]([C:12]1[NH:20][C:19]3[CH2:18][CH2:17][NH:16][C:15](=[O:21])[C:14]=3[CH:13]=1)[CH:8]=[CH:7][CH:6]=2)[CH2:24][CH2:25][CH3:26]. (4) Given the reactants [CH:1]([Si:4]([CH:47]([CH3:49])[CH3:48])([CH:44]([CH3:46])[CH3:45])[O:5][C@H:6]1[C@H:11]([O:12][Si:13]([CH:20]([CH3:22])[CH3:21])([CH:17]([CH3:19])[CH3:18])[CH:14]([CH3:16])[CH3:15])[CH:10]=[C:9]([C:23]2[CH:28]=[CH:27][N:26]=[CH:25][C:24]=2[N+:29]([O-:31])=[O:30])[O:8][C@@H:7]1[CH2:32][O:33][Si](C(C)C)(C(C)C)C(C)C)([CH3:3])[CH3:2].Cl.C(=O)(O)[O-].[Na+], predict the reaction product. The product is: [N+:29]([C:24]1[CH:25]=[N:26][CH:27]=[CH:28][C:23]=1[C:9]1[O:8][C@H:7]([CH2:32][OH:33])[C@@H:6]([O:5][Si:4]([CH:47]([CH3:48])[CH3:49])([CH:1]([CH3:2])[CH3:3])[CH:44]([CH3:45])[CH3:46])[C@H:11]([O:12][Si:13]([CH:14]([CH3:16])[CH3:15])([CH:17]([CH3:19])[CH3:18])[CH:20]([CH3:22])[CH3:21])[CH:10]=1)([O-:31])=[O:30]. (5) Given the reactants C([O:3][C:4]([C@H:6]1[CH2:10][CH2:9][C@@H:8]([C:11]2[CH:16]=[CH:15][C:14]([O:17][CH3:18])=[C:13]([CH3:19])[C:12]=2[CH3:20])[N:7]1[C:21](=[O:24])[CH2:22]Cl)=O)C.[NH3:25], predict the reaction product. The product is: [CH3:18][O:17][C:14]1[CH:15]=[CH:16][C:11]([C@H:8]2[N:7]3[C:21](=[O:24])[CH2:22][NH:25][C:4](=[O:3])[C@@H:6]3[CH2:10][CH2:9]2)=[C:12]([CH3:20])[C:13]=1[CH3:19].